Dataset: Full USPTO retrosynthesis dataset with 1.9M reactions from patents (1976-2016). Task: Predict the reactants needed to synthesize the given product. Given the product [CH3:7][C@@H:8]1[O:13][S:12](=[O:25])(=[O:14])[N:11]([C:15]([O:17][C:18]([CH3:20])([CH3:19])[CH3:21])=[O:16])[CH2:10][CH2:9]1, predict the reactants needed to synthesize it. The reactants are: I([O-])(=O)(=O)=O.[Na+].[CH3:7][C@@H:8]1[O:13][S:12](=[O:14])[N:11]([C:15]([O:17][C:18]([CH3:21])([CH3:20])[CH3:19])=[O:16])[CH2:10][CH2:9]1.Cl.CC[O:25]C(C)=O.